From a dataset of HIV replication inhibition screening data with 41,000+ compounds from the AIDS Antiviral Screen. Binary Classification. Given a drug SMILES string, predict its activity (active/inactive) in a high-throughput screening assay against a specified biological target. (1) The molecule is Cn1nc(-c2ccccc2)c(C(=O)C=Cc2ccc(F)cc2)c(N2CCCCC2)c1=O. The result is 0 (inactive). (2) The molecule is NNC(=O)c1nnn(N)c1S. The result is 0 (inactive). (3) The drug is O=c1[nH]c2c(cnn2-c2ccccc2)c(=O)n1O. The result is 0 (inactive). (4) The result is 0 (inactive). The compound is O=C1C=C(c2c(O)ccc3ccccc23)c2ccccc2C1=O. (5) The compound is CC(=O)Oc1cc2c(cc1OC(C)=O)C1(C)CCC2(C)c2cc(OC(C)=O)c(OC(C)=O)cc21. The result is 0 (inactive).